From a dataset of Forward reaction prediction with 1.9M reactions from USPTO patents (1976-2016). Predict the product of the given reaction. (1) Given the reactants Br[C:2]1[CH:3]=[N:4][C:5]([NH:8][CH2:9][C@@H:10]2[CH2:15][CH2:14][CH2:13][CH2:12][N:11]2[C:16]([C:18]2[C:22]([C:23]3[CH:28]=[CH:27][C:26]([F:29])=[CH:25][CH:24]=3)=[CH:21][N:20]([CH3:30])[N:19]=2)=[O:17])=[N:6][CH:7]=1.C([Sn](CC[CH2:42][CH3:43])CCCC)CCC.Cl.[OH2:45], predict the reaction product. The product is: [F:29][C:26]1[CH:27]=[CH:28][C:23]([C:22]2[C:18]([C:16]([N:11]3[CH2:12][CH2:13][CH2:14][CH2:15][C@H:10]3[CH2:9][NH:8][C:5]3[N:4]=[CH:3][C:2]([C:42](=[O:45])[CH3:43])=[CH:7][N:6]=3)=[O:17])=[N:19][N:20]([CH3:30])[CH:21]=2)=[CH:24][CH:25]=1. (2) Given the reactants [NH:1]1[CH2:6][CH2:5][NH:4][CH2:3][C:2]1=[O:7].[O:8](C(OC(C)(C)C)=O)[C:9]([O:11][C:12]([CH3:15])([CH3:14])[CH3:13])=O, predict the reaction product. The product is: [C:12]([O:11][C:9]([N:4]1[CH2:5][CH2:6][NH:1][C:2](=[O:7])[CH2:3]1)=[O:8])([CH3:15])([CH3:14])[CH3:13].